Dataset: Reaction yield outcomes from USPTO patents with 853,638 reactions. Task: Predict the reaction yield, written as a fraction of the theoretical maximum amount of product (1.0 means a 100% yield; for example, 0.34 means a 34% yield). (1) The reactants are N([O-])=[O:2].[Na+].N[C:6]1[CH:15]=[C:14]2[C:9]([C:10](=[O:16])[NH:11][CH:12]=[N:13]2)=[CH:8][CH:7]=1. The catalyst is O.S(=O)(=O)(O)O.O. The product is [OH:2][C:6]1[CH:15]=[C:14]2[C:9]([C:10](=[O:16])[NH:11][CH:12]=[N:13]2)=[CH:8][CH:7]=1. The yield is 0.760. (2) The reactants are [CH:1]1([NH:4][C:5]([C:7]2[CH:12]=[CH:11][C:10]([N:13]3[CH2:18][CH2:17][N:16](C(OC(C)(C)C)=O)[CH2:15][CH2:14]3)=[C:9]([CH3:26])[CH:8]=2)=[O:6])[CH2:3][CH2:2]1.Cl. The catalyst is O1CCOCC1.CCOCC. The product is [CH:1]1([NH:4][C:5](=[O:6])[C:7]2[CH:12]=[CH:11][C:10]([N:13]3[CH2:14][CH2:15][NH:16][CH2:17][CH2:18]3)=[C:9]([CH3:26])[CH:8]=2)[CH2:3][CH2:2]1. The yield is 1.00.